Dataset: NCI-60 drug combinations with 297,098 pairs across 59 cell lines. Task: Regression. Given two drug SMILES strings and cell line genomic features, predict the synergy score measuring deviation from expected non-interaction effect. (1) Drug 1: CCC(=C(C1=CC=CC=C1)C2=CC=C(C=C2)OCCN(C)C)C3=CC=CC=C3.C(C(=O)O)C(CC(=O)O)(C(=O)O)O. Drug 2: CC=C1C(=O)NC(C(=O)OC2CC(=O)NC(C(=O)NC(CSSCCC=C2)C(=O)N1)C(C)C)C(C)C. Cell line: T-47D. Synergy scores: CSS=43.5, Synergy_ZIP=-0.102, Synergy_Bliss=-1.37, Synergy_Loewe=-14.7, Synergy_HSA=1.18. (2) Drug 1: COC1=C2C(=CC3=C1OC=C3)C=CC(=O)O2. Drug 2: C1C(C(OC1N2C=NC3=C2NC=NCC3O)CO)O. Cell line: EKVX. Synergy scores: CSS=1.99, Synergy_ZIP=-4.11, Synergy_Bliss=-9.48, Synergy_Loewe=-0.457, Synergy_HSA=-5.34. (3) Drug 1: CC1CCC2CC(C(=CC=CC=CC(CC(C(=O)C(C(C(=CC(C(=O)CC(OC(=O)C3CCCCN3C(=O)C(=O)C1(O2)O)C(C)CC4CCC(C(C4)OC)OCCO)C)C)O)OC)C)C)C)OC. Drug 2: CC12CCC3C(C1CCC2OP(=O)(O)O)CCC4=C3C=CC(=C4)OC(=O)N(CCCl)CCCl.[Na+]. Cell line: SF-268. Synergy scores: CSS=20.6, Synergy_ZIP=-0.560, Synergy_Bliss=2.99, Synergy_Loewe=-47.0, Synergy_HSA=2.17. (4) Drug 1: C1=CC=C(C=C1)NC(=O)CCCCCCC(=O)NO. Drug 2: CN(CC1=CN=C2C(=N1)C(=NC(=N2)N)N)C3=CC=C(C=C3)C(=O)NC(CCC(=O)O)C(=O)O. Cell line: SNB-75. Synergy scores: CSS=10.8, Synergy_ZIP=-5.56, Synergy_Bliss=-2.67, Synergy_Loewe=-2.99, Synergy_HSA=0.0413. (5) Drug 1: CC1OCC2C(O1)C(C(C(O2)OC3C4COC(=O)C4C(C5=CC6=C(C=C35)OCO6)C7=CC(=C(C(=C7)OC)O)OC)O)O. Drug 2: COCCOC1=C(C=C2C(=C1)C(=NC=N2)NC3=CC=CC(=C3)C#C)OCCOC.Cl. Cell line: NCI-H460. Synergy scores: CSS=40.7, Synergy_ZIP=3.69, Synergy_Bliss=2.82, Synergy_Loewe=-11.5, Synergy_HSA=2.77.